This data is from Peptide-MHC class I binding affinity with 185,985 pairs from IEDB/IMGT. The task is: Regression. Given a peptide amino acid sequence and an MHC pseudo amino acid sequence, predict their binding affinity value. This is MHC class I binding data. (1) The binding affinity (normalized) is 0.151. The peptide sequence is NKIILSQE. The MHC is Mamu-B03 with pseudo-sequence Mamu-B03. (2) The peptide sequence is MMLAEQFKQK. The MHC is Patr-A0101 with pseudo-sequence Patr-A0101. The binding affinity (normalized) is 0.500. (3) The peptide sequence is TLLYATVEV. The MHC is HLA-A02:01 with pseudo-sequence HLA-A02:01. The binding affinity (normalized) is 0.610.